Dataset: Merck oncology drug combination screen with 23,052 pairs across 39 cell lines. Task: Regression. Given two drug SMILES strings and cell line genomic features, predict the synergy score measuring deviation from expected non-interaction effect. (1) Drug 1: Cc1nc(Nc2ncc(C(=O)Nc3c(C)cccc3Cl)s2)cc(N2CCN(CCO)CC2)n1. Drug 2: Cn1c(=O)n(-c2ccc(C(C)(C)C#N)cc2)c2c3cc(-c4cnc5ccccc5c4)ccc3ncc21. Cell line: UWB1289BRCA1. Synergy scores: synergy=26.3. (2) Drug 1: O=c1[nH]cc(F)c(=O)[nH]1. Cell line: NCIH460. Drug 2: Cn1cc(-c2cnn3c(N)c(Br)c(C4CCCNC4)nc23)cn1. Synergy scores: synergy=24.8.